Regression. Given a peptide amino acid sequence and an MHC pseudo amino acid sequence, predict their binding affinity value. This is MHC class I binding data. From a dataset of Peptide-MHC class I binding affinity with 185,985 pairs from IEDB/IMGT. (1) The peptide sequence is TAIAKCNLDH. The MHC is HLA-A31:01 with pseudo-sequence HLA-A31:01. The binding affinity (normalized) is 0.368. (2) The peptide sequence is FLAFVVFLL. The MHC is HLA-A02:03 with pseudo-sequence HLA-A02:03. The binding affinity (normalized) is 0.586. (3) The peptide sequence is TMLVRQMTK. The MHC is HLA-A26:01 with pseudo-sequence HLA-A26:01. The binding affinity (normalized) is 0.0847. (4) The peptide sequence is SAYLVSIFL. The MHC is H-2-Kb with pseudo-sequence H-2-Kb. The binding affinity (normalized) is 0.494. (5) The peptide sequence is EPQSLDSWWTSL. The MHC is H-2-Ld with pseudo-sequence H-2-Ld. The binding affinity (normalized) is 0.590. (6) The peptide sequence is YIFRNTINM. The MHC is HLA-B40:01 with pseudo-sequence HLA-B40:01. The binding affinity (normalized) is 0.0847. (7) The peptide sequence is LLIAILGPL. The MHC is HLA-A02:01 with pseudo-sequence HLA-A02:01. The binding affinity (normalized) is 0.525.